This data is from Full USPTO retrosynthesis dataset with 1.9M reactions from patents (1976-2016). The task is: Predict the reactants needed to synthesize the given product. (1) Given the product [C:1]([C:5]1[C:9]([CH:23]=[O:24])=[C:8]([OH:10])[O:7][N:6]=1)([CH3:4])([CH3:3])[CH3:2], predict the reactants needed to synthesize it. The reactants are: [C:1]([C:5]1[CH:9]=[C:8]([OH:10])[O:7][N:6]=1)([CH3:4])([CH3:3])[CH3:2].C1N2CN3CN(C2)CN1C3.FC(F)(F)[C:23](O)=[O:24]. (2) Given the product [C:41]([O:45][C:46]([N:48]1[C@H:49]([C:66](=[O:67])[NH:28][C@:23]2([C:21]([NH:20][S:19]([C:14]3[CH:15]=[CH:16][CH:17]=[CH:18][C:13]=3[NH:12][CH2:11][CH2:10][CH2:9][CH2:8][CH2:7][CH2:6][CH2:5][C@H:4]([NH:31][C:32]([O:34][CH:35]3[CH2:39][CH2:38][CH2:37][CH2:36]3)=[O:33])[C:3]([O:2][CH3:1])=[O:40])(=[O:29])=[O:30])=[O:22])[CH2:25][C@H:24]2[CH:26]=[CH2:27])[CH2:50][C@@H:51]([O:53][C:54]([N:56]2[CH2:64][C:63]3[C:58](=[CH:59][CH:60]=[CH:61][C:62]=3[F:65])[CH2:57]2)=[O:55])[CH2:52]1)=[O:47])([CH3:44])([CH3:42])[CH3:43], predict the reactants needed to synthesize it. The reactants are: [CH3:1][O:2][C:3](=[O:40])[C@@H:4]([NH:31][C:32]([O:34][CH:35]1[CH2:39][CH2:38][CH2:37][CH2:36]1)=[O:33])[CH2:5][CH2:6][CH2:7][CH2:8][CH2:9][CH2:10][CH2:11][NH:12][C:13]1[CH:18]=[CH:17][CH:16]=[CH:15][C:14]=1[S:19](=[O:30])(=[O:29])[NH:20][C:21]([C@@:23]1([NH2:28])[CH2:25][C@H:24]1[CH:26]=[CH2:27])=[O:22].[C:41]([O:45][C:46]([N:48]1[CH2:52][C@H:51]([O:53][C:54]([N:56]2[CH2:64][C:63]3[C:58](=[CH:59][CH:60]=[CH:61][C:62]=3[F:65])[CH2:57]2)=[O:55])[CH2:50][C@H:49]1[C:66](O)=[O:67])=[O:47])([CH3:44])([CH3:43])[CH3:42].CN(C(ON1N=NC2C=CC=NC1=2)=[N+](C)C)C.F[P-](F)(F)(F)(F)F.CCN(C(C)C)C(C)C.